From a dataset of Forward reaction prediction with 1.9M reactions from USPTO patents (1976-2016). Predict the product of the given reaction. Given the reactants [OH:1][C:2]1[CH:3]=[N:4][CH:5]=[CH:6][CH:7]=1.[H-].[Na+].Cl[C:11]1[N:16]=[C:15]([C:17]2[C:25]3[C:20](=[CH:21][CH:22]=[C:23]([C:26]4[C:31]([F:32])=[CH:30][CH:29]=[CH:28][C:27]=4[F:33])[CH:24]=3)[N:19]([CH:34]3[CH2:39][CH2:38][CH2:37][CH2:36][O:35]3)[N:18]=2)[CH:14]=[N:13][CH:12]=1, predict the reaction product. The product is: [F:33][C:27]1[CH:28]=[CH:29][CH:30]=[C:31]([F:32])[C:26]=1[C:23]1[CH:24]=[C:25]2[C:20](=[CH:21][CH:22]=1)[N:19]([CH:34]1[CH2:39][CH2:38][CH2:37][CH2:36][O:35]1)[N:18]=[C:17]2[C:15]1[CH:14]=[N:13][CH:12]=[C:11]([O:1][C:2]2[CH:3]=[N:4][CH:5]=[CH:6][CH:7]=2)[N:16]=1.